The task is: Regression. Given a target protein amino acid sequence and a drug SMILES string, predict the binding affinity score between them. We predict pKi (pKi = -log10(Ki in M); higher means stronger inhibition). Dataset: bindingdb_ki.. This data is from Drug-target binding data from BindingDB using Ki measurements. (1) The drug is CN1CCc2cccc(Cl)c2CC1. The target protein (P18825) has sequence MASPALAAALAVAAAAGPNASGAGERGSGGVANASGASWGPPRGQYSAGAVAGLAAVVGFLIVFTVVGNVLVVIAVLTSRALRAPQNLFLVSLASADILVATLVMPFSLANELMAYWYFGQVWCGVYLALDVLFCTSSIVHLCAISLDRYWSVTQAVEYNLKRTPRRVKATIVAVWLISAVISFPPLVSLYRQPDGAAYPQCGLNDETWYILSSCIGSFFAPCLIMGLVYARIYRVAKLRTRTLSEKRAPVGPDGASPTTENGLGAAAGAGENGHCAPPPADVEPDESSAAAERRRRRGALRRGGRRRAGAEGGAGGADGQGAGPGAAESGALTASRSPGPGGRLSRASSRSVEFFLSRRRRARSSVCRRKVAQAREKRFTFVLAVVMGVFVLCWFPFFFSYSLYGICREACQVPGPLFKFFFWIGYCNSSLNPVIYTVFNQDFRRSFKHILFRRRRRGFRQ. The pKi is 7.7. (2) The drug is CCC(C)C1NC(=O)[C@H](Cc2ccccc2)NC(=O)[C@H]2CCCN2C(=O)[C@H](Cc2ccccc2)N(C)C(=O)[C@H]2CC(CN(C)C)CNN2C(=O)[C@H]2CCC=NN2C1=O. The target protein sequence is MLNTTLSACFLSLLALTSACYFQNCP. The pKi is 6.3. (3) The small molecule is CCOC(=O)C[P@](=O)(O)[C@H](CC(C)C)NC(=O)[C@@H](NC(=O)C(NC(=O)CC(C)C)C(C)C)C(C)C. The target protein (P00798) has sequence AASGVATNTPTANDEEYITPVTIGGTTLNLNFDTGSADLWVFSTELPASQQSGHSVYNPSATGKELSGYTWSISYGDGSSASGNVFTDSVTVGGVTAHGQAVQAAQQISAQFQQDTNNDGLLGLAFSSINTVQPQSQTTFFDTVKSSLAQPLFAVALKHQQPGVYDFGFIDSSKYTGSLTYTGVDNSQGFWSFNVDSYTAGSQSGDGFSGIADTGTTLLLLDDSVVSQYYSQVSGAQQDSNAGGYVFDCSTNLPDFSVSISGYTATVPGSLINYGPSGDGSTCLGGIQSNSGIGFSIFGDIFLKSQYVVFDSDGPQLGFAPQA. The pKi is 4.7. (4) The small molecule is COc1cc2nc(N3CCN(C(=O)C4CCCO4)CC3)nc(N)c2cc1OC. The target protein sequence is MNPDLDTGHNTSAPAHWGELKDANFTGPNQTSSNSTLPQLDVTRAISVGLVLGAFILFAIVGNILVILSVACNRHLRTPTNYFIVNLAIADLLLSFTVLPFSATLEVLGYWVLGRIFCDIWAAVDVLCCTASILSLCAISIDRYIGVRYSLQYPTLVTRRKAILALLSVWVLSTVISIGPLLGWKEPAPNDDKECGVTEEPFYALFSSLGSFYIPLAVILVMYCRVYIVAKRTTKNLEAGVMKEMSNSKELTLRIHSKNFHEDTLSSTKAKGHNPRSSIAVKLFKFSREKKAAKTLGIVVGMFILCWLPFFIALPLGSLFSTLKPPDAVFKVVFWLGYFNSCLNPIIYPCSSKEFKRAFMRILGCQCRGGRRRRRRRRLGGCAYTYRPWTRGGSLERSQSPKDSLDDSGSCMSGSQRTLPSASPSPGYLGLGTQPPVELCASPEWKPGALLSLPEPPGRRGR. The pKi is 8.7. (5) The small molecule is Cc1cc(N)nc(C[C@H]2CNC[C@H]2NCCNCc2ccc(Cl)c(Cl)c2)c1. The target protein (P29476) has sequence MEENTFGVQQIQPNVISVRLFKRKVGGLGFLVKERVSKPPVIISDLIRGGAAEQSGLIQAGDIILAVNDRPLVDLSYDSALEVLRGIASETHVVLILRGPEGFTTHLETTFTGDGTPKTIRVTQPLGPPTKAVDLSHQPSASKDQSLAVDRVTGLGNGPQHAQGHGQGAGSVSQANGVAIDPTMKSTKANLQDIGEHDELLKEIEPVLSILNSGSKATNRGGPAKAEMKDTGIQVDRDLDGKSHKAPPLGGDNDRVFNDLWGKDNVPVILNNPYSEKEQSPTSGKQSPTKNGSPSRCPRFLKVKNWETDVVLTDTLHLKSTLETGCTEHICMGSIMLPSQHTRKPEDVRTKDQLFPLAKEFLDQYYSSIKRFGSKAHMDRLEEVNKEIESTSTYQLKDTELIYGAKHAWRNASRCVGRIQWSKLQVFDARDCTTAHGMFNYICNHVKYATNKGNLRSAITIFPQRTDGKHDFRVWNSQLIRYAGYKQPDGSTLGDPANVQ.... The pKi is 6.8.